This data is from Forward reaction prediction with 1.9M reactions from USPTO patents (1976-2016). The task is: Predict the product of the given reaction. Given the reactants [Cl:1][C:2]1[CH:3]=[C:4]([CH2:8][NH:9][C:10]([C:12]2[CH:13]=[C:14]3[C:19](=[CH:20][CH:21]=2)[N:18]=[C:17]([C:22]2[CH:27]=[CH:26][CH:25]=[CH:24][CH:23]=2)[C:16]([CH2:28]CCCC2NN=NN=2)=[N:15]3)=[O:11])[CH:5]=[CH:6][CH:7]=1.[C:37](#[N:42])[CH2:38][CH2:39]C=C, predict the reaction product. The product is: [Cl:1][C:2]1[CH:3]=[C:4]([CH:5]=[CH:6][CH:7]=1)[CH2:8][NH:9][C:10]([C:12]1[CH:13]=[C:14]2[C:19](=[CH:20][CH:21]=1)[N:18]=[C:17]([C:22]1[CH:27]=[CH:26][CH:25]=[CH:24][CH:23]=1)[C:16]([CH2:28][CH2:39][CH2:38][C:37]#[N:42])=[N:15]2)=[O:11].